This data is from Full USPTO retrosynthesis dataset with 1.9M reactions from patents (1976-2016). The task is: Predict the reactants needed to synthesize the given product. (1) The reactants are: [C:1]([NH:5][CH2:6][CH:7]([OH:37])[CH2:8][O:9][C:10]1[CH:15]=[CH:14][C:13]([CH2:16][CH2:17][NH:18][C:19](=[O:36])[CH2:20][O:21][C:22]2[CH:27]=[CH:26][C:25]([C:28]3[CH2:33][CH2:32][C:31](=[O:34])[NH:30][N:29]=3)=[CH:24][C:23]=2Cl)=[CH:12][CH:11]=1)([CH3:4])([CH3:3])[CH3:2].C(NC[C@H](O)COC1C=CC(C(NCCNC(=O)COC2C=CC(C3CCC(=O)NN=3)=CC=2Cl)=O)=CC=1)(C)(C)C.ClC1C=C(C2CCC(=O)NN=2)C=CC=1OCC(O)=O. Given the product [C:1]([NH:5][CH2:6][C@H:7]([OH:37])[CH2:8][O:9][C:10]1[CH:11]=[CH:12][C:13]([CH2:16][CH2:17][NH:18][C:19](=[O:36])[CH2:20][O:21][C:22]2[CH:23]=[CH:24][C:25]([C:28]3[CH2:33][CH2:32][C:31](=[O:34])[NH:30][N:29]=3)=[CH:26][CH:27]=2)=[CH:14][CH:15]=1)([CH3:4])([CH3:2])[CH3:3], predict the reactants needed to synthesize it. (2) Given the product [C:25]([C:23]1[CH:22]=[CH:21][C:19]2[NH:20][C:16]([C:13]3[CH:12]=[C:11]([CH:28]([CH2:32][C:33]([OH:35])=[O:34])[C:29]([OH:31])=[O:30])[CH:10]=[C:9]([C:7]4[CH:8]=[C:3]([CH2:2][NH:1][C:38]([NH2:39])=[O:37])[CH:4]=[CH:5][C:6]=4[OH:36])[C:14]=3[OH:15])=[N:17][C:18]=2[CH:24]=1)(=[NH:26])[NH2:27], predict the reactants needed to synthesize it. The reactants are: [NH2:1][CH2:2][C:3]1[CH:4]=[CH:5][C:6]([OH:36])=[C:7]([C:9]2[C:14]([OH:15])=[C:13]([C:16]3[NH:20][C:19]4[CH:21]=[CH:22][C:23]([C:25](=[NH:27])[NH2:26])=[CH:24][C:18]=4[N:17]=3)[CH:12]=[C:11]([CH:28]([CH2:32][C:33]([OH:35])=[O:34])[C:29]([OH:31])=[O:30])[CH:10]=2)[CH:8]=1.[O-:37][C:38]#[N:39].[K+]. (3) Given the product [F:16][C:15]([F:18])([F:17])[CH:14]1[CH2:19][N:13]1[S:10]([C:3]1[C:2]([CH3:1])=[CH:7][C:6]([CH3:8])=[CH:5][C:4]=1[CH3:9])(=[O:12])=[O:11], predict the reactants needed to synthesize it. The reactants are: [CH3:1][C:2]1[CH:7]=[C:6]([CH3:8])[CH:5]=[C:4]([CH3:9])[C:3]=1[S:10]([NH:13][CH:14]([CH2:19]O)[C:15]([F:18])([F:17])[F:16])(=[O:12])=[O:11].[H-].[Na+].C1(C)C=CC(S(Cl)(=O)=O)=CC=1. (4) Given the product [Cl:33][C:34]1[CH:42]=[CH:41][CH:40]=[C:39]([Cl:43])[C:35]=1[C:36]([NH:1][CH:2]([CH2:7][C:8]1[CH:9]=[C:10]2[C:15](=[CH:16][CH:17]=1)[N:14]=[C:13]([C:18]1[C:23]([Cl:24])=[CH:22][CH:21]=[CH:20][C:19]=1[Cl:25])[CH:12]=[CH:11]2)[C:3]([O:5][CH3:6])=[O:4])=[O:37], predict the reactants needed to synthesize it. The reactants are: [NH2:1][CH:2]([CH2:7][C:8]1[CH:9]=[C:10]2[C:15](=[CH:16][CH:17]=1)[N:14]=[C:13]([C:18]1[C:23]([Cl:24])=[CH:22][CH:21]=[CH:20][C:19]=1[Cl:25])[CH:12]=[CH:11]2)[C:3]([O:5][CH3:6])=[O:4].C(N(CC)CC)C.[Cl:33][C:34]1[CH:42]=[CH:41][CH:40]=[C:39]([Cl:43])[C:35]=1[C:36](Cl)=[O:37]. (5) Given the product [NH2:18][C:11]1[C:12]([O:16][CH3:17])=[CH:13][CH:14]=[CH:15][C:10]=1[S:9][CH2:8][C@@H:7]([C:21]([OH:23])=[O:22])[NH:6][O:5][C:3](=[O:4])[C:2]([CH3:1])([CH3:24])[CH3:25], predict the reactants needed to synthesize it. The reactants are: [CH3:1][C:2]([CH3:25])([CH3:24])[C:3]([O:5][NH:6][C@H:7]([C:21]([OH:23])=[O:22])[CH2:8][S:9][C:10]1[CH:15]=[CH:14][CH:13]=[C:12]([O:16][CH3:17])[C:11]=1[N+:18]([O-])=O)=[O:4]. (6) Given the product [C:34]([C:32]1[C:31](=[O:40])[NH:30][C:29](=[O:41])[N:28]([CH:4]2[CH2:3][CH:2]([OH:1])[CH:6]([CH2:7][O:8][C:9]([C:22]3[CH:27]=[CH:26][CH:25]=[CH:24][CH:23]=3)([C:10]3[CH:11]=[CH:12][CH:13]=[CH:14][CH:15]=3)[C:16]3[CH:21]=[CH:20][CH:19]=[CH:18][CH:17]=3)[O:5]2)[CH:33]=1)#[CH:35], predict the reactants needed to synthesize it. The reactants are: [OH:1][CH:2]1[CH:6]([CH2:7][O:8][C:9]([C:22]2[CH:27]=[CH:26][CH:25]=[CH:24][CH:23]=2)([C:16]2[CH:21]=[CH:20][CH:19]=[CH:18][CH:17]=2)[C:10]2[CH:15]=[CH:14][CH:13]=[CH:12][CH:11]=2)[O:5][CH:4]([N:28]2[CH:33]=[C:32]([C:34]#[C:35][Si](C)(C)C)[C:31](=[O:40])[NH:30][C:29]2=[O:41])[CH2:3]1.CCCC[N+](CCCC)(CCCC)CCCC.[F-]. (7) Given the product [F:16][C:4]1[CH:3]=[C:2]([C:17]2[CH:22]=[CH:21][CH:20]=[CH:19][CH:18]=2)[C:10]2[N:9]3[CH2:11][CH2:12][NH:13][C:14](=[O:15])[C:8]3=[CH:7][C:6]=2[CH:5]=1, predict the reactants needed to synthesize it. The reactants are: Br[C:2]1[C:10]2[N:9]3[CH2:11][CH2:12][NH:13][C:14](=[O:15])[C:8]3=[CH:7][C:6]=2[CH:5]=[C:4]([F:16])[CH:3]=1.[C:17]1(B(O)O)[CH:22]=[CH:21][CH:20]=[CH:19][CH:18]=1. (8) Given the product [CH:1]1([C:7]2[CH:12]=[CH:11][C:10]([O:13][CH3:14])=[C:9]([NH:15][C:16]([NH:18][C:19]3[CH:39]=[CH:38][C:22]([O:23][C:24]4[C:29]([C:30]5[CH:35]=[CH:34][N:33]=[C:32]([NH:36][CH3:37])[N:31]=5)=[CH:28][CH:27]=[CH:26][N:25]=4)=[C:21]([CH3:40])[CH:20]=3)=[O:17])[CH:8]=2)[CH2:2][CH2:3][CH2:4][CH2:5][CH2:6]1, predict the reactants needed to synthesize it. The reactants are: [CH:1]1([C:7]2[CH:12]=[CH:11][C:10]([O:13][CH3:14])=[C:9]([N:15]=[C:16]=[O:17])[CH:8]=2)[CH2:6][CH2:5][CH2:4][CH2:3][CH2:2]1.[NH2:18][C:19]1[CH:39]=[CH:38][C:22]([O:23][C:24]2[C:29]([C:30]3[CH:35]=[CH:34][N:33]=[C:32]([NH:36][CH3:37])[N:31]=3)=[CH:28][CH:27]=[CH:26][N:25]=2)=[C:21]([CH3:40])[CH:20]=1. (9) The reactants are: C(O)(C(F)(F)F)=O.[F:8][CH:9]([F:43])[C:10]1[CH:15]=[CH:14][N:13]=[C:12]([NH:16][C:17]2[CH:18]=[C:19]([C:24]3[N:25]=[N:26][N:27]([CH2:29][CH:30]4[O:35][CH2:34][CH2:33][N:32](C(OC(C)(C)C)=O)[CH2:31]4)[CH:28]=3)[CH:20]=[C:21]([CH3:23])[CH:22]=2)[N:11]=1. Given the product [F:43][CH:9]([F:8])[C:10]1[CH:15]=[CH:14][N:13]=[C:12]([NH:16][C:17]2[CH:18]=[C:19]([C:24]3[N:25]=[N:26][N:27]([CH2:29][CH:30]4[O:35][CH2:34][CH2:33][NH:32][CH2:31]4)[CH:28]=3)[CH:20]=[C:21]([CH3:23])[CH:22]=2)[N:11]=1, predict the reactants needed to synthesize it. (10) The reactants are: [F:1][C:2]([F:7])([F:6])[C:3]([OH:5])=[O:4].[CH2:8]([S:10]([N:13]1[CH2:18][CH2:17][CH:16]([C:19]2[C:27]3[C:22](=[C:23]([C:39]([NH2:41])=[O:40])[CH:24]=[C:25]([C:28]4[CH:29]=[N:30][N:31]([CH2:33][CH2:34][NH:35][CH2:36][CH2:37]O)[CH:32]=4)[CH:26]=3)[NH:21][CH:20]=2)[CH2:15][CH2:14]1)(=[O:12])=[O:11])[CH3:9].[CH2:42]([N:44](CC)[CH2:45][CH2:46]N)[CH3:43].NCCO. Given the product [F:1][C:2]([F:7])([F:6])[C:3]([OH:5])=[O:4].[CH2:42]([N:44]([CH2:45][CH3:46])[CH2:37][CH2:36][NH:35][CH2:34][CH2:33][N:31]1[CH:32]=[C:28]([C:25]2[CH:26]=[C:27]3[C:22](=[C:23]([C:39]([NH2:41])=[O:40])[CH:24]=2)[NH:21][CH:20]=[C:19]3[CH:16]2[CH2:17][CH2:18][N:13]([S:10]([CH2:8][CH3:9])(=[O:12])=[O:11])[CH2:14][CH2:15]2)[CH:29]=[N:30]1)[CH3:43], predict the reactants needed to synthesize it.